From a dataset of Full USPTO retrosynthesis dataset with 1.9M reactions from patents (1976-2016). Predict the reactants needed to synthesize the given product. The reactants are: [Cl:1][C:2]1[CH:7]=[CH:6][C:5]([CH2:8][NH:9]C(=O)[O-])=[C:4]([C:13]2[CH:18]=[C:17]([OH:19])[N:16]=[CH:15][N:14]=2)[CH:3]=1.N[C@@H:21]1[C:37]2[CH:38]=[C:33]([CH:34]=[CH:35][N:36]=2)[C:32]2[N:31]([CH:39]([F:41])[F:40])[N:30]=[CH:29][C:28]=2[NH:27][C:26](=[O:42])[C@H:25]([CH3:43])[CH2:24][CH2:23][CH2:22]1.CN(C(ON1N=NC2C=CC=NC1=2)=[N+](C)C)C.F[P-](F)(F)(F)(F)F.C1CCN2C(=NCCC2)CC1. Given the product [NH2:9][CH2:8][C:5]1[CH:6]=[CH:7][C:2]([Cl:1])=[CH:3][C:4]=1[C:13]1[N:14]=[CH:15][N:16]([C@@H:21]2[C:37]3[CH:38]=[C:33]([CH:34]=[CH:35][N:36]=3)[C:32]3[N:31]([CH:39]([F:40])[F:41])[N:30]=[CH:29][C:28]=3[NH:27][C:26](=[O:42])[C@H:25]([CH3:43])[CH2:24][CH2:23][CH2:22]2)[C:17](=[O:19])[CH:18]=1, predict the reactants needed to synthesize it.